Dataset: Catalyst prediction with 721,799 reactions and 888 catalyst types from USPTO. Task: Predict which catalyst facilitates the given reaction. Reactant: C(OC([N:8]1[CH2:13][CH2:12][CH:11]([O:14][C:15]2[CH:20]=[CH:19][C:18]([C:21](=[O:23])[NH2:22])=[CH:17][N:16]=2)[CH2:10][CH2:9]1)=O)(C)(C)C.[ClH:24]. Product: [ClH:24].[NH:8]1[CH2:13][CH2:12][CH:11]([O:14][C:15]2[CH:20]=[CH:19][C:18]([C:21]([NH2:22])=[O:23])=[CH:17][N:16]=2)[CH2:10][CH2:9]1. The catalyst class is: 7.